From a dataset of Reaction yield outcomes from USPTO patents with 853,638 reactions. Predict the reaction yield, written as a fraction of the theoretical maximum amount of product (1.0 means a 100% yield; for example, 0.34 means a 34% yield). (1) The reactants are [Br:1][C:2]1[CH:3]=[C:4]([OH:9])[CH:5]=[C:6]([OH:8])[CH:7]=1.I[CH2:11][CH3:12].[H-].[Li+]. No catalyst specified. The product is [Br:1][C:2]1[CH:7]=[C:6]([OH:8])[CH:5]=[C:4]([O:9][CH2:11][CH3:12])[CH:3]=1. The yield is 0.320. (2) The reactants are [C:1]([NH:4][C@H:5]([C:8]([OH:10])=[O:9])[CH2:6][SH:7])(=[O:3])[CH3:2].S(Cl)(Cl)=O.[CH2:15](O)[CH3:16]. No catalyst specified. The product is [CH2:15]([O:9][C:8](=[O:10])[C@H:5]([CH2:6][SH:7])[NH:4][C:1](=[O:3])[CH3:2])[CH3:16]. The yield is 0.550. (3) The reactants are FC(F)(F)C(O)=O.O.[CH3:9][N:10]([CH3:38])[CH:11]1[CH2:15][CH2:14][N:13]([C:16]2[N:21]=[CH:20][C:19]([N:22]3[CH:27]=[CH:26][C:25]([CH2:28][O:29][Si](C(C)(C)C)(C)C)=[CH:24][C:23]3=[O:37])=[CH:18][CH:17]=2)[CH2:12]1. No catalyst specified. The product is [CH3:9][N:10]([CH3:38])[CH:11]1[CH2:15][CH2:14][N:13]([C:16]2[N:21]=[CH:20][C:19]([N:22]3[CH:27]=[CH:26][C:25]([CH2:28][OH:29])=[CH:24][C:23]3=[O:37])=[CH:18][CH:17]=2)[CH2:12]1. The yield is 0.790. (4) The reactants are [CH2:1]([O:3][C:4]([C:6]1([C:9]2[CH:14]=[CH:13][C:12]([C:15]3[CH:20]=[CH:19][C:18]([C:21]4[S:22][C:23]([Cl:29])=[CH:24][C:25]=4C(=O)N)=[CH:17][CH:16]=3)=[CH:11][CH:10]=2)[CH2:8][CH2:7]1)=[O:5])[CH3:2].[C:30]1([CH3:39])[CH:35]=[CH:34][CH:33]=[CH:32][C:31]=1[C@H:36]([OH:38])[CH3:37].[N:40]1[CH:45]=CC=CC=1.FC(F)(F)C(OI(C1C=CC=CC=1)OC(=O)C(F)(F)F)=[O:49]. The catalyst is C1(C)C=CC=CC=1. The product is [CH2:1]([O:3][C:4]([C:6]1([C:9]2[CH:10]=[CH:11][C:12]([C:15]3[CH:20]=[CH:19][C:18]([C:21]4[S:22][C:23]([Cl:29])=[CH:24][C:25]=4[NH:40][C:45]([O:38][C@@H:36]([C:31]4[CH:32]=[CH:33][CH:34]=[CH:35][C:30]=4[CH3:39])[CH3:37])=[O:49])=[CH:17][CH:16]=3)=[CH:13][CH:14]=2)[CH2:8][CH2:7]1)=[O:5])[CH3:2]. The yield is 0.840. (5) The reactants are C([O:3][C:4]([C:6]1[C:7]([CH2:11][CH2:12][CH2:13][CH3:14])=[N:8][O:9][CH:10]=1)=[O:5])C.O.[OH-].[Li+].CO.Cl. The catalyst is C1COCC1.O. The product is [CH2:11]([C:7]1[C:6]([C:4]([OH:5])=[O:3])=[CH:10][O:9][N:8]=1)[CH2:12][CH2:13][CH3:14]. The yield is 0.970. (6) The reactants are CN(C(ON1N=NC2C=CC=CC1=2)=[N+](C)C)C.F[P-](F)(F)(F)(F)F.C1C=CC2N(O)N=NC=2C=1.Cl.[CH3:36][O:37][C:38](=[O:64])[C@@H:39]([NH:42][C:43]([C:45]1[C:46]([CH3:63])=[N:47][C:48]([NH:52][CH2:53][CH2:54][CH2:55][C:56]2[CH:61]=[CH:60][CH:59]=[C:58]([OH:62])[CH:57]=2)=[N:49][C:50]=1[CH3:51])=[O:44])[CH2:40][NH2:41].[C:65]1([C:71]2[S:72][CH:73]=[C:74]([C:76](O)=[O:77])[N:75]=2)[CH:70]=[CH:69][CH:68]=[CH:67][CH:66]=1.C(N(CC)CC)C. The catalyst is CN(C=O)C.[Cl-].[Na+].O. The product is [CH3:36][O:37][C:38](=[O:64])[C@@H:39]([NH:42][C:43]([C:45]1[C:46]([CH3:63])=[N:47][C:48]([NH:52][CH2:53][CH2:54][CH2:55][C:56]2[CH:61]=[CH:60][CH:59]=[C:58]([OH:62])[CH:57]=2)=[N:49][C:50]=1[CH3:51])=[O:44])[CH2:40][NH:41][C:76]([C:74]1[N:75]=[C:71]([C:65]2[CH:66]=[CH:67][CH:68]=[CH:69][CH:70]=2)[S:72][CH:73]=1)=[O:77]. The yield is 0.528.